This data is from NCI-60 drug combinations with 297,098 pairs across 59 cell lines. The task is: Regression. Given two drug SMILES strings and cell line genomic features, predict the synergy score measuring deviation from expected non-interaction effect. (1) Drug 2: C1CC(=O)NC(=O)C1N2CC3=C(C2=O)C=CC=C3N. Cell line: SR. Drug 1: CS(=O)(=O)C1=CC(=C(C=C1)C(=O)NC2=CC(=C(C=C2)Cl)C3=CC=CC=N3)Cl. Synergy scores: CSS=29.3, Synergy_ZIP=-7.24, Synergy_Bliss=-3.43, Synergy_Loewe=0.817, Synergy_HSA=1.05. (2) Drug 1: C(CC(=O)O)C(=O)CN.Cl. Drug 2: N.N.Cl[Pt+2]Cl. Cell line: OVCAR-4. Synergy scores: CSS=18.5, Synergy_ZIP=-2.13, Synergy_Bliss=-0.663, Synergy_Loewe=-19.9, Synergy_HSA=-0.486. (3) Drug 1: C1C(C(OC1N2C=NC3=C2NC=NCC3O)CO)O. Drug 2: N.N.Cl[Pt+2]Cl. Cell line: SK-MEL-2. Synergy scores: CSS=43.0, Synergy_ZIP=6.21, Synergy_Bliss=10.4, Synergy_Loewe=1.38, Synergy_HSA=6.79. (4) Drug 1: C1=CC(=CC=C1CC(C(=O)O)N)N(CCCl)CCCl.Cl. Drug 2: C1=NNC2=C1C(=O)NC=N2. Cell line: M14. Synergy scores: CSS=-1.18, Synergy_ZIP=-0.311, Synergy_Bliss=1.57, Synergy_Loewe=-1.49, Synergy_HSA=-1.43. (5) Drug 1: C1C(C(OC1N2C=C(C(=O)NC2=O)F)CO)O. Drug 2: C(=O)(N)NO. Cell line: SNB-19. Synergy scores: CSS=29.1, Synergy_ZIP=-8.45, Synergy_Bliss=-1.52, Synergy_Loewe=-49.1, Synergy_HSA=-0.398. (6) Drug 1: CCC1=CC2CC(C3=C(CN(C2)C1)C4=CC=CC=C4N3)(C5=C(C=C6C(=C5)C78CCN9C7C(C=CC9)(C(C(C8N6C)(C(=O)OC)O)OC(=O)C)CC)OC)C(=O)OC.C(C(C(=O)O)O)(C(=O)O)O. Drug 2: C1C(C(OC1N2C=NC(=NC2=O)N)CO)O. Cell line: SK-MEL-5. Synergy scores: CSS=31.9, Synergy_ZIP=3.67, Synergy_Bliss=7.10, Synergy_Loewe=-9.99, Synergy_HSA=4.22.